This data is from Reaction yield outcomes from USPTO patents with 853,638 reactions. The task is: Predict the reaction yield, written as a fraction of the theoretical maximum amount of product (1.0 means a 100% yield; for example, 0.34 means a 34% yield). (1) The reactants are C([O-])([O-])=O.[K+].[K+].[OH:7][C:8]1[CH:15]=[CH:14][C:11]([CH:12]=[O:13])=[CH:10][CH:9]=1.C1(C)C=CC(S(O[CH2:26][CH2:27][CH2:28][N:29]=[N+:30]=[N-:31])(=O)=O)=CC=1. The catalyst is CC(C)=O. The product is [N:29]([CH2:28][CH2:27][CH2:26][O:7][C:8]1[CH:15]=[CH:14][C:11]([CH:12]=[O:13])=[CH:10][CH:9]=1)=[N+:30]=[N-:31]. The yield is 0.910. (2) The reactants are [C:1]([O:5][C:6]([C:8]1[C:9]([CH3:28])=[C:10]([C:25](O)=[O:26])[S:11][C:12]=1[NH:13][C:14]([NH:16][CH2:17][CH2:18][CH2:19][CH2:20][CH2:21][CH2:22][CH2:23][CH3:24])=[O:15])=[O:7])([CH3:4])([CH3:3])[CH3:2].[CH2:29]([NH2:37])[CH2:30][CH2:31][CH2:32][CH2:33][CH2:34][CH2:35][CH3:36].C(Cl)CCl. The catalyst is C(Cl)Cl.CN(C1C=CN=CC=1)C. The product is [C:1]([O:5][C:6]([C:8]1[C:9]([CH3:28])=[C:10]([C:25](=[O:26])[NH:37][CH2:29][CH2:30][CH2:31][CH2:32][CH2:33][CH2:34][CH2:35][CH3:36])[S:11][C:12]=1[NH:13][C:14]([NH:16][CH2:17][CH2:18][CH2:19][CH2:20][CH2:21][CH2:22][CH2:23][CH3:24])=[O:15])=[O:7])([CH3:4])([CH3:3])[CH3:2]. The yield is 0.990. (3) The reactants are [F:1][C:2]([F:17])([F:16])[C:3]1[CH:8]=[CH:7][C:6]([C:9]2([CH2:14][OH:15])[CH2:13][CH2:12][CH2:11][CH2:10]2)=[CH:5][CH:4]=1.CCN(CC)CC.[S:25](Cl)([CH3:28])(=[O:27])=[O:26]. The catalyst is ClCCl. The product is [F:1][C:2]([F:16])([F:17])[C:3]1[CH:4]=[CH:5][C:6]([C:9]2([CH2:14][O:15][S:25]([CH3:28])(=[O:27])=[O:26])[CH2:13][CH2:12][CH2:11][CH2:10]2)=[CH:7][CH:8]=1. The yield is 0.706.